Predict which catalyst facilitates the given reaction. From a dataset of Catalyst prediction with 721,799 reactions and 888 catalyst types from USPTO. (1) The catalyst class is: 83. Reactant: [F:1][C:2]([F:26])([F:25])[C:3]1[CH:24]=[CH:23][CH:22]=[CH:21][C:4]=1[CH2:5][O:6][CH:7]1[CH2:10][N:9]([C:11]2[S:12][C:13]([C:16]([O:18]CC)=[O:17])=[CH:14][N:15]=2)[CH2:8]1.[OH-].[Li+].[Cl-].[NH4+]. Product: [F:26][C:2]([F:1])([F:25])[C:3]1[CH:24]=[CH:23][CH:22]=[CH:21][C:4]=1[CH2:5][O:6][CH:7]1[CH2:8][N:9]([C:11]2[S:12][C:13]([C:16]([OH:18])=[O:17])=[CH:14][N:15]=2)[CH2:10]1. (2) Reactant: [Cl:1][C:2]1[CH:3]=[C:4]([C:8]([C:15]2[CH:19]=[CH:18][O:17][CH:16]=2)([O:10][Si:11]([CH3:14])([CH3:13])[CH3:12])[CH3:9])[CH:5]=[CH:6][CH:7]=1.[Li]C(C)(C)C.CCCCC.CN([CH:33]=[O:34])C.[NH4+].[Cl-]. Product: [Cl:1][C:2]1[CH:3]=[C:4]([C:8]([C:15]2[CH:19]=[C:18]([CH:33]=[O:34])[O:17][CH:16]=2)([O:10][Si:11]([CH3:14])([CH3:12])[CH3:13])[CH3:9])[CH:5]=[CH:6][CH:7]=1. The catalyst class is: 28.